Dataset: Reaction yield outcomes from USPTO patents with 853,638 reactions. Task: Predict the reaction yield, written as a fraction of the theoretical maximum amount of product (1.0 means a 100% yield; for example, 0.34 means a 34% yield). (1) The reactants are [N:1]1[C:10]2[C:5](=[CH:6][C:7]([C:11]3([C:14]([O:16]C)=O)[CH2:13][CH2:12]3)=[CH:8][CH:9]=2)[CH:4]=[CH:3][CH:2]=1.O.[NH2:19][NH2:20]. The catalyst is CO. The product is [N:1]1[C:10]2[C:5](=[CH:6][C:7]([C:11]3([C:14]([NH:19][NH2:20])=[O:16])[CH2:13][CH2:12]3)=[CH:8][CH:9]=2)[CH:4]=[CH:3][CH:2]=1. The yield is 1.00. (2) The reactants are [Br:1][C:2]1[C:10]([C:11]([C:13]2[CH:18]=[CH:17][C:16]([O:19][CH3:20])=[CH:15][CH:14]=2)=O)=[CH:9][C:8]([Br:21])=[C:7]2[C:3]=1[CH2:4][CH2:5][CH2:6]2.C([SiH](CC)CC)C.B(F)(F)F.CCOCC.C([O-])([O-])=O.[K+].[K+]. The catalyst is C(Cl)Cl.CC#N. The product is [Br:1][C:2]1[C:10]([CH2:11][C:13]2[CH:18]=[CH:17][C:16]([O:19][CH3:20])=[CH:15][CH:14]=2)=[CH:9][C:8]([Br:21])=[C:7]2[C:3]=1[CH2:4][CH2:5][CH2:6]2. The yield is 0.850. (3) The reactants are [O:1]1[C:5]2[CH:6]=[CH:7][CH:8]=[CH:9][C:4]=2[CH:3]=[C:2]1[C:10]1[CH:15]=[CH:14][CH:13]=[CH:12][C:11]=1[C:16]1[CH:17]=[C:18]([C:22]([OH:24])=O)[N:19]([CH3:21])[N:20]=1.[N:25]1([CH2:32][CH2:33][OH:34])[CH2:31][CH2:30][CH2:29][NH:28][CH2:27][CH2:26]1.C1CCC(N=C=NC2CCCCC2)CC1. The catalyst is CN(C1C=CN=CC=1)C. The product is [O:1]1[C:5]2[CH:6]=[CH:7][CH:8]=[CH:9][C:4]=2[CH:3]=[C:2]1[C:10]1[CH:15]=[CH:14][CH:13]=[CH:12][C:11]=1[C:16]1[CH:17]=[C:18]([C:22]([N:28]2[CH2:29][CH2:30][CH2:31][N:25]([CH2:32][CH2:33][OH:34])[CH2:26][CH2:27]2)=[O:24])[N:19]([CH3:21])[N:20]=1. The yield is 0.320. (4) The product is [F:19][C:20]1[CH:25]=[CH:24][C:23]([OH:26])=[CH:22][C:21]=1[C:2]1[CH:7]=[CH:6][N:5]=[C:4]([C@H:8]2[CH2:12][CH2:11][C@@:10]3([CH2:16][CH2:15][N:14]([CH3:17])[C:13]3=[O:18])[NH:9]2)[CH:3]=1. The catalyst is CC#N.O.C1(C=CC=CC=1)[P](C1C=CC=CC=1)(C1C=CC=CC=1)[Pd][P](C1C=CC=CC=1)(C1C=CC=CC=1)C1C=CC=CC=1. The yield is 0.779. The reactants are Br[C:2]1[CH:7]=[CH:6][N:5]=[C:4]([C@H:8]2[CH2:12][CH2:11][C@@:10]3([CH2:16][CH2:15][N:14]([CH3:17])[C:13]3=[O:18])[NH:9]2)[CH:3]=1.[F:19][C:20]1[CH:25]=[CH:24][C:23]([OH:26])=[CH:22][C:21]=1B(O)O.C(=O)([O-])[O-].[Na+].[Na+]. (5) The reactants are [C:1]([O:5][C:6]([NH:8][C@H:9]([CH2:29][C:30]1[CH:35]=[C:34]([F:36])[C:33]([F:37])=[CH:32][C:31]=1[F:38])[CH2:10][C:11]([N:13]1[CH2:18][CH2:17][N:16]2[C:19]([C:25]([F:28])([F:27])[F:26])=[N:20][C:21]([C:22](O)=[O:23])=[C:15]2[CH2:14]1)=[O:12])=[O:7])([CH3:4])([CH3:3])[CH3:2].Cl.[N:40]1([C:46](=[O:48])[CH3:47])[CH2:45][CH2:44][NH:43][CH2:42][CH2:41]1.O=C1N([ClH]P([ClH]N2CCOC2=O)=O)CCO1.C(N(CC)CC)C. The product is [C:1]([O:5][C:6](=[O:7])[NH:8][C@H:9]([CH2:29][C:30]1[CH:35]=[C:34]([F:36])[C:33]([F:37])=[CH:32][C:31]=1[F:38])[CH2:10][C:11]([N:13]1[CH2:18][CH2:17][N:16]2[C:19]([C:25]([F:26])([F:28])[F:27])=[N:20][C:21]([C:22]([N:43]3[CH2:44][CH2:45][N:40]([C:46](=[O:48])[CH3:47])[CH2:41][CH2:42]3)=[O:23])=[C:15]2[CH2:14]1)=[O:12])([CH3:3])([CH3:4])[CH3:2]. The yield is 0.450. The catalyst is ClCCl. (6) The reactants are C(Cl)(=O)C(Cl)=O.CS(C)=O.[I:11][C:12]1[C:16]([CH2:17][OH:18])=[CH:15][N:14]([CH:19]2[CH2:24][CH2:23][CH2:22][CH2:21][O:20]2)[N:13]=1.C(N(CC)CC)C. The catalyst is ClCCl. The product is [I:11][C:12]1[C:16]([CH:17]=[O:18])=[CH:15][N:14]([CH:19]2[CH2:24][CH2:23][CH2:22][CH2:21][O:20]2)[N:13]=1. The yield is 0.900. (7) The reactants are [C:1]([N:5]1[CH2:10][CH2:9][N:8]([C:11]2[C:20]3[C:15](=[CH:16][C:17]([Cl:21])=[CH:18][CH:19]=3)[CH:14]=[CH:13][N:12]=2)[CH2:7][CH:6]1[C:22]([NH2:24])=O)(=[O:4])[CH:2]=[CH2:3].C(N(CC)CC)C.FC(F)(F)C(OC(=O)C(F)(F)F)=O.O. The catalyst is C(Cl)Cl. The product is [C:1]([N:5]1[CH2:10][CH2:9][N:8]([C:11]2[C:20]3[C:15](=[CH:16][C:17]([Cl:21])=[CH:18][CH:19]=3)[CH:14]=[CH:13][N:12]=2)[CH2:7][CH:6]1[C:22]#[N:24])(=[O:4])[CH:2]=[CH2:3]. The yield is 0.530. (8) The reactants are [OH-].[Na+].[CH:3]1[CH:8]=[CH:7][CH:6]=[C:5]2[NH:9][C:10]3[C:11](=[CH:12][C:13]4[NH:14][C:15]5[C:20]([C:21]=4[CH:22]=3)=[CH:19][CH:18]=[CH:17][CH:16]=5)[C:4]=12.Br[CH2:24][CH2:25][CH2:26][CH2:27][CH2:28][CH2:29][CH2:30][CH3:31].CS(C)=O. The catalyst is [Cl-].C([N+](CC)(CC)CC)C1C=CC=CC=1.CO. The product is [CH2:24]([N:14]1[C:13]2[C:21](=[CH:22][C:10]3[N:9]([CH2:7][CH2:8][CH2:3][CH2:4][CH2:11][CH2:10][CH2:22][CH3:21])[C:5]4[C:4]([C:11]=3[CH:12]=2)=[CH:3][CH:8]=[CH:7][CH:6]=4)[C:20]2[C:15]1=[CH:16][CH:17]=[CH:18][CH:19]=2)[CH2:25][CH2:26][CH2:27][CH2:28][CH2:29][CH2:30][CH3:31]. The yield is 0.901. (9) The reactants are [Br:1][C:2]1[S:6][C:5]([C:7]([OH:9])=O)=[N:4][CH:3]=1.C(Cl)(=O)C(Cl)=O.C[N:17](C=O)C. The catalyst is ClCCl. The product is [Br:1][C:2]1[S:6][C:5]([C:7]([NH2:17])=[O:9])=[N:4][CH:3]=1. The yield is 0.250. (10) The reactants are [CH:1]#[C:2][CH2:3][CH2:4][CH2:5][CH3:6].Br[CH2:8][CH2:9][CH2:10][C:11]([O:13][CH2:14][CH3:15])=[O:12].C(=O)([O-])[O-].[Cs+].[Cs+]. The catalyst is CCOCC.[Cu](I)I.[CH2-]C=C.[CH2-]C=C.Cl[Pd+].Cl[Pd+].[Cl-].C12([N+]3C=CN(C45CC6CC(CC(C6)C4)C5)C=3)CC3CC(CC(C3)C1)C2. The product is [CH2:14]([O:13][C:11](=[O:12])[CH2:10][CH2:9][CH2:8][C:1]#[C:2][CH2:3][CH2:4][CH2:5][CH3:6])[CH3:15]. The yield is 0.730.